Regression. Given a peptide amino acid sequence and an MHC pseudo amino acid sequence, predict their binding affinity value. This is MHC class II binding data. From a dataset of Peptide-MHC class II binding affinity with 134,281 pairs from IEDB. (1) The peptide sequence is EKIYFAATQFEPLAA. The MHC is HLA-DPA10301-DPB10402 with pseudo-sequence HLA-DPA10301-DPB10402. The binding affinity (normalized) is 0.893. (2) The peptide sequence is PETEKAEEVEKIEKT. The MHC is HLA-DPA10301-DPB10402 with pseudo-sequence HLA-DPA10301-DPB10402. The binding affinity (normalized) is 0.191. (3) The peptide sequence is MKVVNRWLFRHLARE. The MHC is HLA-DQA10201-DQB10402 with pseudo-sequence HLA-DQA10201-DQB10402. The binding affinity (normalized) is 0.851. (4) The peptide sequence is ECQVQTAVDFGNSYI. The MHC is DRB1_0802 with pseudo-sequence DRB1_0802. The binding affinity (normalized) is 0.378. (5) The binding affinity (normalized) is 0.621. The peptide sequence is GEFLLDLRPATAWSLYAV. The MHC is DRB1_0101 with pseudo-sequence DRB1_0101. (6) The peptide sequence is KDKTDIHRLEPVKCD. The MHC is HLA-DQA10102-DQB10501 with pseudo-sequence HLA-DQA10102-DQB10501. The binding affinity (normalized) is 0.526.